This data is from Full USPTO retrosynthesis dataset with 1.9M reactions from patents (1976-2016). The task is: Predict the reactants needed to synthesize the given product. Given the product [CH2:31]([N:33]([CH2:38][CH3:39])[CH2:34][CH2:35][CH2:36][NH:37][C:26]([CH2:25][NH:24][C:22](=[O:23])[C:21]1[CH:20]=[CH:19][C:18]([S:15](=[O:16])(=[O:17])[NH:14][C:9]2[CH:10]=[CH:11][CH:12]=[CH:13][C:8]=2[O:1][C:2]2[CH:3]=[CH:4][CH:5]=[CH:6][CH:7]=2)=[CH:30][CH:29]=1)=[O:27])[CH3:32], predict the reactants needed to synthesize it. The reactants are: [O:1]([C:8]1[CH:13]=[CH:12][CH:11]=[CH:10][C:9]=1[NH:14][S:15]([C:18]1[CH:30]=[CH:29][C:21]([C:22]([NH:24][CH2:25][C:26](O)=[O:27])=[O:23])=[CH:20][CH:19]=1)(=[O:17])=[O:16])[C:2]1[CH:7]=[CH:6][CH:5]=[CH:4][CH:3]=1.[CH2:31]([N:33]([CH2:38][CH3:39])[CH2:34][CH2:35][CH2:36][NH2:37])[CH3:32].